From a dataset of Reaction yield outcomes from USPTO patents with 853,638 reactions. Predict the reaction yield, written as a fraction of the theoretical maximum amount of product (1.0 means a 100% yield; for example, 0.34 means a 34% yield). The reactants are [H-].[Na+].[NH:3]1[CH:7]=[CH:6][N:5]=[CH:4]1.Br[CH2:9][C:10]1[CH:15]=[CH:14][C:13]([C:16]([C:18]2[CH:23]=[CH:22][C:21]([Cl:24])=[CH:20][CH:19]=2)=[O:17])=[CH:12][CH:11]=1. The catalyst is CN(C=O)C. The product is [Cl:24][C:21]1[CH:20]=[CH:19][C:18]([C:16]([C:13]2[CH:12]=[CH:11][C:10]([CH2:9][N:3]3[CH:7]=[CH:6][N:5]=[CH:4]3)=[CH:15][CH:14]=2)=[O:17])=[CH:23][CH:22]=1. The yield is 0.750.